Dataset: Peptide-MHC class I binding affinity with 185,985 pairs from IEDB/IMGT. Task: Regression. Given a peptide amino acid sequence and an MHC pseudo amino acid sequence, predict their binding affinity value. This is MHC class I binding data. (1) The peptide sequence is LLDDGWAGE. The MHC is HLA-B15:01 with pseudo-sequence HLA-B15:01. The binding affinity (normalized) is 0.0847. (2) The peptide sequence is DEEAINLFH. The MHC is HLA-A03:01 with pseudo-sequence HLA-A03:01. The binding affinity (normalized) is 0.0847. (3) The peptide sequence is YGVYIVVGVIL. The MHC is Mamu-B52 with pseudo-sequence Mamu-B52. The binding affinity (normalized) is 0.333. (4) The peptide sequence is FRKAQIQGL. The MHC is HLA-B07:02 with pseudo-sequence HLA-B07:02. The binding affinity (normalized) is 0.0957. (5) The peptide sequence is TPALAARGF. The MHC is HLA-A11:01 with pseudo-sequence HLA-A11:01. The binding affinity (normalized) is 0.0847.